This data is from Forward reaction prediction with 1.9M reactions from USPTO patents (1976-2016). The task is: Predict the product of the given reaction. (1) Given the reactants Br[C:2]1[CH:7]=[CH:6][CH:5]=[CH:4][N:3]=1.[F:8][C:9]1[CH:14]=[CH:13][CH:12]=[CH:11][C:10]=1B(O)O.C(=O)([O-])[O-].[Na+].[Na+], predict the reaction product. The product is: [F:8][C:9]1[CH:14]=[CH:13][CH:12]=[CH:11][C:10]=1[C:2]1[CH:7]=[CH:6][CH:5]=[CH:4][N:3]=1. (2) Given the reactants [I:1][C:2]1[CH:8]=[C:7]([CH2:9][CH:10]2[CH2:15][CH2:14][O:13][CH2:12][CH2:11]2)[CH:6]=[CH:5][C:3]=1[NH2:4].C([O:18][CH:19]=[C:20]([C:26](OCC)=O)[C:21]([O:23][CH2:24][CH3:25])=[O:22])C, predict the reaction product. The product is: [OH:18][C:19]1[C:5]2[C:3](=[C:2]([I:1])[CH:8]=[C:7]([CH2:9][CH:10]3[CH2:11][CH2:12][O:13][CH2:14][CH2:15]3)[CH:6]=2)[N:4]=[CH:26][C:20]=1[C:21]([O:23][CH2:24][CH3:25])=[O:22]. (3) The product is: [Br:1][C:2]1[N:6]2[N:7]=[C:8]([NH:18][CH:12]3[CH2:17][CH2:16][O:20][CH2:14][CH2:13]3)[CH:9]=[CH:10][C:5]2=[N:4][CH:3]=1. Given the reactants [Br:1][C:2]1[N:6]2[N:7]=[C:8](F)[CH:9]=[CH:10][C:5]2=[N:4][CH:3]=1.[CH:12]1([NH2:18])[CH2:17][CH2:16]C[CH2:14][CH2:13]1.C(=O)([O-])[O-:20].[Cs+].[Cs+], predict the reaction product. (4) Given the reactants [N:1]1[CH:6]=[CH:5][CH:4]=[CH:3][C:2]=1[C:7]1[O:8][C:9]2[CH2:14][CH2:13][N:12]([C:15]3C=[C:17]([CH:20]=[CH:21][CH:22]=3)[C:18]#[N:19])[CH2:11][C:10]=2[N:23]=1.BrC1[N:30]=C(C#N)C=CC=1, predict the reaction product. The product is: [N:1]1[CH:6]=[CH:5][CH:4]=[CH:3][C:2]=1[C:7]1[O:8][C:9]2[CH2:14][CH2:13][N:12]([C:15]3[N:30]=[C:17]([C:18]#[N:19])[CH:20]=[CH:21][CH:22]=3)[CH2:11][C:10]=2[N:23]=1. (5) The product is: [CH:29]1([C:34]([N:20]2[CH2:19][CH2:18][CH:17]([CH2:16][CH2:15][O:14][C:10]3[CH:11]=[CH:12][C:13]4[C:4]5[N:3]([CH2:25][CH:26]([CH3:28])[CH3:27])[C:2]([CH3:1])=[N:24][C:5]=5[C:6]([NH2:23])=[N:7][C:8]=4[CH:9]=3)[CH2:22][CH2:21]2)=[O:35])[CH2:33][CH2:32][CH2:31][CH2:30]1. Given the reactants [CH3:1][C:2]1[N:3]([CH2:25][CH:26]([CH3:28])[CH3:27])[C:4]2[C:13]3[CH:12]=[CH:11][C:10]([O:14][CH2:15][CH2:16][CH:17]4[CH2:22][CH2:21][NH:20][CH2:19][CH2:18]4)=[CH:9][C:8]=3[N:7]=[C:6]([NH2:23])[C:5]=2[N:24]=1.[CH:29]1([C:34](Cl)=[O:35])[CH2:33][CH2:32][CH2:31][CH2:30]1, predict the reaction product. (6) The product is: [CH2:24]([S:1][C:2]1[C:11]([C:12]([O:14][CH2:15][CH3:16])=[O:13])=[C:10]([CH3:17])[C:9]2[C:4](=[CH:5][CH:6]=[N:7][CH:8]=2)[N:3]=1)[CH3:25]. Given the reactants [SH:1][C:2]1[C:11]([C:12]([O:14][CH2:15][CH3:16])=[O:13])=[C:10]([CH3:17])[C:9]2[C:4](=[CH:5][CH:6]=[N:7][CH:8]=2)[N:3]=1.C([O-])([O-])=O.[K+].[K+].[CH2:24](I)[CH3:25], predict the reaction product. (7) Given the reactants [CH3:1][C:2]([CH3:9])([CH3:8])[CH2:3][CH:4](O)[CH:5]=[CH2:6].C=CCCC=C.S(Br)([Br:18])=O, predict the reaction product. The product is: [Br:18][CH2:6]/[CH:5]=[CH:4]/[CH2:3][C:2]([CH3:9])([CH3:8])[CH3:1]. (8) Given the reactants [CH2:1]([O:3][C:4](=[O:18])[CH2:5][C:6]1[N:14]2[C:9]([CH:10]=[C:11]([C:15]#[N:16])[CH:12]=[CH:13]2)=[CH:8][C:7]=1[CH3:17])[CH3:2].[Cl:19][C:20]1[CH:21]=[C:22]([CH:25]=[CH:26][C:27]=1[S:28]([N:31]1[CH2:36][CH2:35][O:34][CH2:33][CH2:32]1)(=[O:30])=[O:29])[CH:23]=O, predict the reaction product. The product is: [CH2:1]([O:3][C:4](=[O:18])[CH2:5][C:6]1[N:14]2[C:9]([CH:10]=[C:11]([C:15]#[N:16])[CH:12]=[CH:13]2)=[C:8]([CH2:23][C:22]2[CH:25]=[CH:26][C:27]([S:28]([N:31]3[CH2:36][CH2:35][O:34][CH2:33][CH2:32]3)(=[O:30])=[O:29])=[C:20]([Cl:19])[CH:21]=2)[C:7]=1[CH3:17])[CH3:2]. (9) Given the reactants C1(P(C2C=CC=CC=2)C2C=CC=CC=2)C=CC=CC=1.[CH3:20][S:21]([C:24]1[CH:29]=[CH:28][C:27](B(O)O)=[CH:26][CH:25]=1)(=[O:23])=[O:22].Br[C:34]1[CH:39]=[CH:38][C:37]([C:40]2[O:41][C:42]([CH3:54])=[C:43]([CH2:45][CH2:46][N:47]3[CH2:51][CH2:50][C@@H:49]([O:52][CH3:53])[CH2:48]3)[N:44]=2)=[CH:36][CH:35]=1.C(=O)([O-])[O-].[K+].[K+], predict the reaction product. The product is: [CH3:53][O:52][C@@H:49]1[CH2:50][CH2:51][N:47]([CH2:46][CH2:45][C:43]2[N:44]=[C:40]([C:37]3[CH:38]=[CH:39][C:34]([C:27]4[CH:28]=[CH:29][C:24]([S:21]([CH3:20])(=[O:23])=[O:22])=[CH:25][CH:26]=4)=[CH:35][CH:36]=3)[O:41][C:42]=2[CH3:54])[CH2:48]1.